This data is from Full USPTO retrosynthesis dataset with 1.9M reactions from patents (1976-2016). The task is: Predict the reactants needed to synthesize the given product. (1) Given the product [C:17]([O:21][C:22](=[O:23])[C:24]1[CH:25]=[CH:26][CH:27]=[C:28]([C:2]2[C:7]([CH3:8])=[CH:6][CH:5]=[CH:4][N:3]=2)[CH:29]=1)([CH3:20])([CH3:18])[CH3:19], predict the reactants needed to synthesize it. The reactants are: Br[C:2]1[C:7]([CH3:8])=[CH:6][CH:5]=[CH:4][N:3]=1.C([O-])([O-])=O.[K+].[K+].N#N.[C:17]([O:21][C:22]([C:24]1[CH:25]=[C:26](B(O)O)[CH:27]=[CH:28][CH:29]=1)=[O:23])([CH3:20])([CH3:19])[CH3:18].C(Cl)Cl.CS(O)(=O)=O.[OH-].[Na+]. (2) Given the product [CH2:1]([O:3][C:4](=[O:16])[CH2:5][O:6][C:7]1[C:8]([CH3:15])=[CH:9][C:10]([NH:14][C:17]([O:19][C:20]([CH3:23])([CH3:22])[CH3:21])=[O:18])=[CH:11][C:12]=1[CH3:13])[CH3:2], predict the reactants needed to synthesize it. The reactants are: [CH2:1]([O:3][C:4](=[O:16])[CH2:5][O:6][C:7]1[C:12]([CH3:13])=[CH:11][C:10]([NH2:14])=[CH:9][C:8]=1[CH3:15])[CH3:2].[C:17](O[C:17]([O:19][C:20]([CH3:23])([CH3:22])[CH3:21])=[O:18])([O:19][C:20]([CH3:23])([CH3:22])[CH3:21])=[O:18]. (3) Given the product [N+:10]([C:7]1[CH:8]=[CH:9][C:4]([CH2:3][CH2:2][N:13]2[CH2:18][CH2:17][O:16][CH2:15][CH2:14]2)=[CH:5][CH:6]=1)([O-:12])=[O:11], predict the reactants needed to synthesize it. The reactants are: Br[CH2:2][CH2:3][C:4]1[CH:9]=[CH:8][C:7]([N+:10]([O-:12])=[O:11])=[CH:6][CH:5]=1.[NH:13]1[CH2:18][CH2:17][O:16][CH2:15][CH2:14]1.[I-].[Na+]. (4) Given the product [CH2:1]([O:8][CH2:9][CH2:10][CH2:11][C:12]1[N:13]=[C:14]([C:19]2[CH:20]=[N:21][C:22]([C:25]([F:28])([F:27])[F:26])=[CH:23][CH:24]=2)[S:15][C:16]=1[CH2:17][O:18][C:38]1[CH:37]=[CH:36][C:33]([C:34]#[N:35])=[C:32]([Cl:31])[CH:39]=1)[C:2]1[CH:7]=[CH:6][CH:5]=[CH:4][CH:3]=1, predict the reactants needed to synthesize it. The reactants are: [CH2:1]([O:8][CH2:9][CH2:10][CH2:11][C:12]1[N:13]=[C:14]([C:19]2[CH:20]=[N:21][C:22]([C:25]([F:28])([F:27])[F:26])=[CH:23][CH:24]=2)[S:15][C:16]=1[CH2:17][OH:18])[C:2]1[CH:7]=[CH:6][CH:5]=[CH:4][CH:3]=1.[H-].[Na+].[Cl:31][C:32]1[CH:39]=[C:38](F)[CH:37]=[CH:36][C:33]=1[C:34]#[N:35].